This data is from Peptide-MHC class II binding affinity with 134,281 pairs from IEDB. The task is: Regression. Given a peptide amino acid sequence and an MHC pseudo amino acid sequence, predict their binding affinity value. This is MHC class II binding data. The MHC is DRB5_0101 with pseudo-sequence DRB5_0101. The peptide sequence is APPRLICDSRVLERY. The binding affinity (normalized) is 0.195.